This data is from HIV replication inhibition screening data with 41,000+ compounds from the AIDS Antiviral Screen. The task is: Binary Classification. Given a drug SMILES string, predict its activity (active/inactive) in a high-throughput screening assay against a specified biological target. (1) The compound is CC1(C)CC(O)C(O)C23C(=O)OC(O)C2C(C=O)=CCC13. The result is 0 (inactive). (2) The drug is CCC(=O)NC(Nc1cccc(F)c1C)(C(F)(F)F)C(F)(F)F. The result is 0 (inactive).